Predict the reaction yield, written as a fraction of the theoretical maximum amount of product (1.0 means a 100% yield; for example, 0.34 means a 34% yield). From a dataset of Reaction yield outcomes from USPTO patents with 853,638 reactions. (1) The reactants are [F:1][C:2]1[S:6][C:5]([C@:7]23[CH2:15][N:14]([C:16]4[N:21]=[CH:20][CH:19]=[CH:18][N:17]=4)[CH2:13][C@H:12]2[CH2:11][S:10][C:9]([NH2:22])=[N:8]3)=[CH:4][CH:3]=1.[ClH:23]. The catalyst is C(OCC)C.ClCCl. The product is [ClH:23].[F:1][C:2]1[S:6][C:5]([C@:7]23[CH2:15][N:14]([C:16]4[N:17]=[CH:18][CH:19]=[CH:20][N:21]=4)[CH2:13][C@H:12]2[CH2:11][S:10][C:9]([NH2:22])=[N:8]3)=[CH:4][CH:3]=1. The yield is 0.920. (2) The reactants are [CH3:1][N:2]1[C:6]2[CH:7]=[CH:8][S:9][C:5]=2[C:4]([CH3:10])=[N:3]1.C([Li])CCC.[CH2:16]([Sn:20]([CH2:26][CH2:27][CH2:28][CH3:29])([CH2:22][CH2:23][CH2:24][CH3:25])Cl)[CH2:17][CH2:18][CH3:19]. The catalyst is C1COCC1. The product is [CH3:1][N:2]1[C:6]2[CH:7]=[C:8]([Sn:20]([CH2:22][CH2:23][CH2:24][CH3:25])([CH2:26][CH2:27][CH2:28][CH3:29])[CH2:16][CH2:17][CH2:18][CH3:19])[S:9][C:5]=2[C:4]([CH3:10])=[N:3]1. The yield is 0.910. (3) The reactants are Br[C:2]1[CH:3]=[CH:4][C:5]([NH2:8])=[N:6][CH:7]=1.[CH3:9][O:10][C:11]1[CH:16]=[CH:15][CH:14]=[C:13]([CH:17]=[CH2:18])[CH:12]=1.CCN(CC)CC. The catalyst is CN(C=O)C.CC([O-])=O.CC([O-])=O.[Pd+2]. The product is [CH3:9][O:10][C:11]1[CH:12]=[C:13]([CH:14]=[CH:15][CH:16]=1)[CH:17]=[CH:18][C:2]1[CH:3]=[CH:4][C:5]([NH2:8])=[N:6][CH:7]=1. The yield is 0.660.